From a dataset of Reaction yield outcomes from USPTO patents with 853,638 reactions. Predict the reaction yield, written as a fraction of the theoretical maximum amount of product (1.0 means a 100% yield; for example, 0.34 means a 34% yield). (1) The reactants are [CH3:1][NH:2][CH:3]1[CH2:16][C:15]2[C:6]([CH3:25])([CH:7]3[CH:12]([CH2:13][CH:14]=2)[CH:11]2[CH2:17][CH2:18][CH:19]4[CH:20]([CH3:24])[N:21]([CH3:23])[CH2:22][C:10]24[CH2:9][CH2:8]3)[CH2:5][CH2:4]1.C(N(CC)CC)C.Cl[C:34]([O:36][CH2:37][C:38]1[CH:43]=[CH:42][CH:41]=[CH:40][CH:39]=1)=[O:35]. The catalyst is ClCCl. The product is [CH2:37]([O:36][C:34](=[O:35])[N:2]([CH3:1])[CH:3]1[CH2:16][C:15]2[C:6]([CH3:25])([CH:7]3[CH:12]([CH2:13][CH:14]=2)[CH:11]2[CH2:17][CH2:18][CH:19]4[CH:20]([CH3:24])[N:21]([CH3:23])[CH2:22][C:10]24[CH2:9][CH2:8]3)[CH2:5][CH2:4]1)[C:38]1[CH:43]=[CH:42][CH:41]=[CH:40][CH:39]=1. The yield is 0.662. (2) The yield is 0.917. The reactants are N1C=CN=C1.[CH3:6][C:7]([Si:10](Cl)([CH3:12])[CH3:11])([CH3:9])[CH3:8].[OH:14][CH2:15][CH2:16][C:17]1[O:18][CH:19]=[CH:20][CH:21]=1.CCOCC. The catalyst is CN(C=O)C. The product is [CH3:6][C:7]([Si:10]([CH3:12])([CH3:11])[O:14][CH2:15][CH2:16][C:17]1[O:18][CH:19]=[CH:20][CH:21]=1)([CH3:9])[CH3:8]. (3) The reactants are [F:1][C:2]([CH3:35])([CH3:34])[CH:3]([NH:8][C:9]([C:11]1[N:12]=[C:13]([C:28]2[CH:33]=[CH:32][CH:31]=[CH:30][CH:29]=2)[N:14]2[CH2:20][CH2:19][CH2:18][N:17](C(OC(C)(C)C)=O)[CH2:16][C:15]=12)=[O:10])[C:4]([NH:6][CH3:7])=[O:5].FC(F)(F)C(O)=O. The catalyst is ClCCl. The product is [F:1][C:2]([CH3:35])([CH3:34])[CH:3]([NH:8][C:9]([C:11]1[N:12]=[C:13]([C:28]2[CH:33]=[CH:32][CH:31]=[CH:30][CH:29]=2)[N:14]2[CH2:20][CH2:19][CH2:18][NH:17][CH2:16][C:15]=12)=[O:10])[C:4]([NH:6][CH3:7])=[O:5]. The yield is 0.830.